This data is from Reaction yield outcomes from USPTO patents with 853,638 reactions. The task is: Predict the reaction yield, written as a fraction of the theoretical maximum amount of product (1.0 means a 100% yield; for example, 0.34 means a 34% yield). (1) The reactants are [C:1]1(P(C2C=CC=CC=2)C2C=CC=CC=2)C=CC=C[CH:2]=1.[OH-].[Ca+2].[OH-].[OH:23][CH2:24][CH:25]([CH2:37][OH:38])[CH2:26][CH2:27][N:28]1[CH:35]=[C:34](I)[C:32](=[O:33])[NH:31][C:29]1=[O:30].C(OC=C)(=O)C. The catalyst is CN(C=O)C.C([O-])(=O)C.[Pd+2].C([O-])(=O)C.C(N(CC)CC)C. The product is [OH:23][CH2:24][CH:25]([CH2:37][OH:38])[CH2:26][CH2:27][N:28]1[CH:35]=[C:34]([CH:1]=[CH2:2])[C:32](=[O:33])[NH:31][C:29]1=[O:30]. The yield is 0.480. (2) The reactants are [C:1]([N:5]1[CH2:10][CH2:9][CH2:8][C@@H:7]([NH:11][C:12]2[C:17]([F:18])=[CH:16][N:15]=[C:14]([NH:19][C:20]3[CH:21]=[C:22]4[C:27](=[CH:28][CH:29]=3)[CH2:26][N:25](C(OC(C)(C)C)=O)[CH2:24][CH2:23]4)[N:13]=2)[CH2:6]1)(=[O:4])[CH:2]=[CH2:3].C([O-])([O-])=O.[K+].[K+].[O:43]1[CH2:46][CH:45]([CH2:47]OS(C2C=CC(C)=CC=2)(=O)=O)[CH2:44]1. The catalyst is C(O)(C(F)(F)F)=O. The product is [F:18][C:17]1[C:12]([NH:11][C@@H:7]2[CH2:8][CH2:9][CH2:10][N:5]([C:1](=[O:4])[CH:2]=[CH2:3])[CH2:6]2)=[N:13][C:14]([NH:19][C:20]2[CH:21]=[C:22]3[C:27](=[CH:28][CH:29]=2)[CH2:26][N:25]([CH2:47][CH:45]2[CH2:46][O:43][CH2:44]2)[CH2:24][CH2:23]3)=[N:15][CH:16]=1. The yield is 0.215. (3) The reactants are C(OC([N:8]1[CH2:13][CH2:12][N:11]([C:14]2[N:15]([C:25]3[CH:30]=[CH:29][C:28]([C:31]4[CH:36]=[CH:35][N:34]=[CH:33][CH:32]=4)=[CH:27][CH:26]=3)[C:16]3[C:21]([C:22]=2[CH:23]=[O:24])=[CH:20][CH:19]=[CH:18][CH:17]=3)[CH2:10][CH2:9]1)=O)(C)(C)C.FC(F)(F)C(O)=O. The catalyst is ClCCl. The product is [N:11]1([C:14]2[N:15]([C:25]3[CH:26]=[CH:27][C:28]([C:31]4[CH:32]=[CH:33][N:34]=[CH:35][CH:36]=4)=[CH:29][CH:30]=3)[C:16]3[C:21]([C:22]=2[CH:23]=[O:24])=[CH:20][CH:19]=[CH:18][CH:17]=3)[CH2:10][CH2:9][NH:8][CH2:13][CH2:12]1. The yield is 0.850. (4) The reactants are [C:1](Cl)(Cl)=[O:2].[F:5][C:6]([F:28])([F:27])[C:7]1[CH:12]=[C:11]([C:13]([F:16])([F:15])[F:14])[CH:10]=[CH:9][C:8]=1[NH:17][C:18](=[O:26])[C:19]1[CH:24]=[CH:23][CH:22]=[C:21]([NH2:25])[CH:20]=1.FC(F)(F)C1C=C(C(F)(F)F)C=CC=1N. The catalyst is O1CCOCC1. The product is [F:5][C:6]([F:27])([F:28])[C:7]1[CH:12]=[C:11]([C:13]([F:16])([F:14])[F:15])[CH:10]=[CH:9][C:8]=1[NH:17][C:18](=[O:26])[C:19]1[CH:24]=[CH:23][CH:22]=[C:21]([N:25]=[C:1]=[O:2])[CH:20]=1. The yield is 0.720. (5) The reactants are P(Cl)(Cl)(Cl)=O.[NH:6]1[C:14]2[C:9](=[CH:10][CH:11]=[C:12]3[O:17][CH2:16][CH2:15][C:13]3=2)[CH:8]=[CH:7]1.[OH-].[Na+].O.CN(C)[C:23](=[O:25])[CH3:24]. No catalyst specified. The product is [C:23]([C:8]1[C:9]2[C:14](=[C:13]3[CH2:15][CH2:16][O:17][C:12]3=[CH:11][CH:10]=2)[NH:6][CH:7]=1)(=[O:25])[CH3:24]. The yield is 0.740. (6) The product is [CH2:10]([P:5]([CH2:4][CH2:3][C:1]#[N:9])(=[O:7])[OH:6])[CH3:11]. The catalyst is C1CC=CCCC=C1.C1CC=CCCC=C1.[Ni].[Cl-].[Cl-].[Zn+2].P(OC1C=CC=CC=1)(OC1C=CC=CC=1)OC1C=CC=CC=1. The reactants are [CH2:1]([CH:3]=[CH:4][PH:5](=[O:7])[OH:6])C.C#[N:9].[C:10](#N)[CH3:11]. The yield is 0.980. (7) The reactants are [Cl:1][C:2]1[N:7]=[C:6]([C:8]2[S:12][C:11]([CH:13]([CH3:15])[CH3:14])=[N:10][C:9]=2[C:16]2[CH:17]=[CH:18][C:19]([F:23])=[C:20]([NH2:22])[CH:21]=2)[CH:5]=[CH:4][N:3]=1.[F:24][C:25]1[CH:30]=[CH:29][CH:28]=[CH:27][C:26]=1[S:31](Cl)(=[O:33])=[O:32].C(Cl)Cl.N1C=CC=CC=1. The catalyst is O.CCOC(C)=O. The product is [Cl:1][C:2]1[N:7]=[C:6]([C:8]2[S:12][C:11]([CH:13]([CH3:15])[CH3:14])=[N:10][C:9]=2[C:16]2[CH:17]=[CH:18][C:19]([F:23])=[C:20]([NH:22][S:31]([C:26]3[CH:27]=[CH:28][CH:29]=[CH:30][C:25]=3[F:24])(=[O:33])=[O:32])[CH:21]=2)[CH:5]=[CH:4][N:3]=1. The yield is 0.750. (8) The reactants are [CH3:1][C:2]1[N:3]=[C:4]2[C:9]([NH:10][CH2:11][C:12]3[C:17]([CH3:18])=[CH:16][CH:15]=[CH:14][C:13]=3[CH2:19][CH3:20])=[CH:8][C:7]([C:21]([OH:23])=O)=[CH:6][N:5]2[C:24]=1[CH3:25].[B-](F)(F)(F)F.CN(C(ON1N=NC2C1=CC=CC=2)=[N+](C)C)C.C(Cl)Cl.[NH:51]1[CH2:56][CH2:55][O:54][CH2:53][CH2:52]1. The catalyst is C(OCC)(=O)C.C(Cl)Cl. The product is [CH3:1][C:2]1[N:3]=[C:4]2[C:9]([NH:10][CH2:11][C:12]3[C:17]([CH3:18])=[CH:16][CH:15]=[CH:14][C:13]=3[CH2:19][CH3:20])=[CH:8][C:7]([C:21]([N:51]3[CH2:56][CH2:55][O:54][CH2:53][CH2:52]3)=[O:23])=[CH:6][N:5]2[C:24]=1[CH3:25]. The yield is 0.660. (9) The reactants are [Br:1][C:2]1[CH:3]=[C:4]([NH2:8])[CH:5]=[N:6][CH:7]=1.[F:9][C:10]([F:28])([F:27])[C:11]1[N:16]=[C:15]([NH:17][C:18]2[CH:19]=[C:20]([CH:24]=[CH:25][N:26]=2)[C:21](O)=[O:22])[CH:14]=[CH:13][CH:12]=1.CCN(C(C)C)C(C)C.CCCP1(OP(CCC)(=O)OP(CCC)(=O)O1)=O. The catalyst is CN(C=O)C.C(OCC)(=O)C.O. The product is [Br:1][C:2]1[CH:3]=[C:4]([NH:8][C:21](=[O:22])[C:20]2[CH:24]=[CH:25][N:26]=[C:18]([NH:17][C:15]3[CH:14]=[CH:13][CH:12]=[C:11]([C:10]([F:28])([F:27])[F:9])[N:16]=3)[CH:19]=2)[CH:5]=[N:6][CH:7]=1. The yield is 0.970.